The task is: Regression. Given a peptide amino acid sequence and an MHC pseudo amino acid sequence, predict their binding affinity value. This is MHC class I binding data.. This data is from Peptide-MHC class I binding affinity with 185,985 pairs from IEDB/IMGT. (1) The peptide sequence is IEDAMPGVL. The MHC is HLA-B45:01 with pseudo-sequence HLA-B45:01. The binding affinity (normalized) is 0.0895. (2) The peptide sequence is YFARRFKYL. The MHC is HLA-A01:01 with pseudo-sequence HLA-A01:01. The binding affinity (normalized) is 0.0847. (3) The peptide sequence is QWLPTGTLL. The MHC is HLA-A24:02 with pseudo-sequence HLA-A24:02. The binding affinity (normalized) is 0. (4) The peptide sequence is VSVDAMIHK. The MHC is HLA-A68:01 with pseudo-sequence HLA-A68:01. The binding affinity (normalized) is 0.327. (5) The peptide sequence is WVPGAVYAFY. The MHC is Mamu-A01 with pseudo-sequence Mamu-A01. The binding affinity (normalized) is 0.574. (6) The peptide sequence is IPVRRGYTT. The binding affinity (normalized) is 0.0847. The MHC is HLA-B51:01 with pseudo-sequence HLA-B51:01. (7) The peptide sequence is GTMHQEIFR. The MHC is HLA-A03:01 with pseudo-sequence HLA-A03:01. The binding affinity (normalized) is 0.591. (8) The peptide sequence is SVQLSNNKYV. The MHC is HLA-A68:02 with pseudo-sequence HLA-A68:02. The binding affinity (normalized) is 0.138. (9) The peptide sequence is SRIFEDLVWK. The MHC is HLA-A33:01 with pseudo-sequence HLA-A33:01. The binding affinity (normalized) is 0.